This data is from Catalyst prediction with 721,799 reactions and 888 catalyst types from USPTO. The task is: Predict which catalyst facilitates the given reaction. (1) Product: [CH3:1][O:2][C:3]1[CH:8]=[CH:7][N:6]2[N:9]=[C:10]([C:15]3[CH:20]=[CH:19][CH:18]=[CH:17][CH:16]=3)[C:11]([C:12]3[CH:13]=[CH:23][C:22](=[O:26])[NH:28][N:29]=3)=[C:5]2[CH:4]=1. Reactant: [CH3:1][O:2][C:3]1[CH:8]=[CH:7][N:6]2[N:9]=[C:10]([C:15]3[CH:20]=[CH:19][CH:18]=[CH:17][CH:16]=3)[C:11]([C:12](=O)[CH3:13])=[C:5]2[CH:4]=1.O.[C:22]([OH:26])(=O)[CH:23]=O.O.[NH2:28][NH2:29]. The catalyst class is: 12. (2) Reactant: C[O:2][C:3](=[O:17])[C:4]1[CH:9]=[CH:8][C:7]([O:10][CH3:11])=[CH:6][C:5]=1[O:12][CH2:13][CH2:14][CH2:15][CH3:16].O.[OH-].[Li+].O.Cl. Product: [CH2:13]([O:12][C:5]1[CH:6]=[C:7]([O:10][CH3:11])[CH:8]=[CH:9][C:4]=1[C:3]([OH:17])=[O:2])[CH2:14][CH2:15][CH3:16]. The catalyst class is: 72. (3) Reactant: Br[C:2]1[NH:3][C:4]2[C:9]([C:10]=1[CH:11]1[CH2:16][CH2:15][CH2:14][CH2:13][CH2:12]1)=[CH:8][CH:7]=[C:6]([C:17]([O:19][CH3:20])=[O:18])[CH:5]=2.[Cl:21][C:22]1[CH:23]=[CH:24][C:25](B2OC(C)(C)C(C)(C)O2)=[C:26]([NH2:28])[CH:27]=1.C(=O)([O-])O.[Na+]. Product: [NH2:28][C:26]1[CH:27]=[C:22]([Cl:21])[CH:23]=[CH:24][C:25]=1[C:2]1[NH:3][C:4]2[C:9]([C:10]=1[CH:11]1[CH2:16][CH2:15][CH2:14][CH2:13][CH2:12]1)=[CH:8][CH:7]=[C:6]([C:17]([O:19][CH3:20])=[O:18])[CH:5]=2. The catalyst class is: 108. (4) Reactant: FC1C=CC(OC2C=C[C:10]([C:13]3[N:18]=C(C)C=CN=3)=[CH:9][CH:8]=2)=CC=1.CC(C)([O-:25])C.[K+].C1COCC1.C(O)(=O)C.[F:37][C:38]1[CH:53]=[CH:52][C:41]([O:42][C:43]2[CH:51]=[CH:50][C:46]([C:47]([NH2:49])=[NH:48])=[CH:45][CH:44]=2)=[CH:40][CH:39]=1.COC(OC)CC(=O)C. Product: [F:37][C:38]1[CH:39]=[CH:40][C:41]([O:42][C:43]2[CH:51]=[CH:50][C:46]([C:47]3[N:49]=[C:10]([C:13]([NH2:18])=[O:25])[CH:9]=[CH:8][N:48]=3)=[CH:45][CH:44]=2)=[CH:52][CH:53]=1. The catalyst class is: 3. (5) Reactant: [CH3:1][C:2]1([CH3:14])[O:7][C:6](=[O:8])[C:5]2[C:9]([OH:13])=[CH:10][CH:11]=[CH:12][C:4]=2[O:3]1.N1C=CN=C1.[Si:20](Cl)([C:33]([CH3:36])([CH3:35])[CH3:34])([C:27]1[CH:32]=[CH:31][CH:30]=[CH:29][CH:28]=1)[C:21]1[CH:26]=[CH:25][CH:24]=[CH:23][CH:22]=1.O. Product: [CH3:1][C:2]1([CH3:14])[O:7][C:6](=[O:8])[C:5]2[C:9]([O:13][Si:20]([C:33]([CH3:36])([CH3:35])[CH3:34])([C:27]3[CH:28]=[CH:29][CH:30]=[CH:31][CH:32]=3)[C:21]3[CH:26]=[CH:25][CH:24]=[CH:23][CH:22]=3)=[CH:10][CH:11]=[CH:12][C:4]=2[O:3]1. The catalyst class is: 9. (6) Reactant: CN1CCOCC1.[Cl:8][C:9]1[CH:14]=[CH:13][C:12]([CH2:15][C@@H:16]([C:20]2[CH:25]=[CH:24][CH:23]=[C:22]([C:26]#[N:27])[CH:21]=2)[C@@H:17]([NH2:19])[CH3:18])=[CH:11][CH:10]=1.[OH:28][C:29]([CH3:34])([CH3:33])[C:30](O)=[O:31].C1CN([P+](ON2N=NC3C=CC=CC2=3)(N2CCCC2)N2CCCC2)CC1.F[P-](F)(F)(F)(F)F. Product: [Cl:8][C:9]1[CH:14]=[CH:13][C:12]([CH2:15][C@@H:16]([C:20]2[CH:25]=[CH:24][CH:23]=[C:22]([C:26]#[N:27])[CH:21]=2)[C@@H:17]([NH:19][C:30](=[O:31])[C:29]([OH:28])([CH3:34])[CH3:33])[CH3:18])=[CH:11][CH:10]=1. The catalyst class is: 3. (7) Reactant: [F:1][C:2]1[C:7]([CH:8]([OH:11])[CH2:9][CH3:10])=[CH:6][CH:5]=[CH:4][N:3]=1.CS(C)=O.C(N(CC)CC)C. Product: [F:1][C:2]1[C:7]([C:8](=[O:11])[CH2:9][CH3:10])=[CH:6][CH:5]=[CH:4][N:3]=1. The catalyst class is: 6. (8) The catalyst class is: 12. Product: [CH2:18]([C:19]1[NH:20][C:4](=[O:6])[C:3]2[C:2](=[CH:11][C:10]([C:12]([O:14][CH3:15])=[O:13])=[CH:9][CH:8]=2)[N:1]=1)[CH:17]([CH3:21])[CH3:16]. Reactant: [NH2:1][C:2]1[CH:11]=[C:10]([C:12]([O:14][CH3:15])=[O:13])[CH:9]=[CH:8][C:3]=1[C:4]([O:6]C)=O.[CH3:16][CH:17]([CH3:21])[CH2:18][C:19]#[N:20].Cl.O.